This data is from Full USPTO retrosynthesis dataset with 1.9M reactions from patents (1976-2016). The task is: Predict the reactants needed to synthesize the given product. (1) Given the product [C:1]([N:8]1[CH2:9][CH2:10][O:11][C:23](=[O:25])[O:14][CH2:13][CH2:12]1)([O:3][C:4]([CH3:6])([CH3:7])[CH3:5])=[O:2], predict the reactants needed to synthesize it. The reactants are: [C:1]([N:8]([CH2:12][CH2:13][OH:14])[CH2:9][CH2:10][OH:11])([O:3][C:4]([CH3:7])([CH3:6])[CH3:5])=[O:2].C(N(CC)CC)C.Cl[C:23](Cl)([O:25]C(=O)OC(Cl)(Cl)Cl)Cl. (2) Given the product [CH3:1][C:2]1[N:7]=[C:6]2[S:8][C:9]3[CH2:14][CH2:13][CH2:12][CH2:11][C:10]=3[C:5]2=[C:4]([C:15]2[CH:16]=[N:17][CH:18]=[CH:19][CH:20]=2)[C:3]=1[CH:21]([O:26][C:27]([CH3:30])([CH3:29])[CH3:28])[C:22]([OH:24])=[O:23], predict the reactants needed to synthesize it. The reactants are: [CH3:1][C:2]1[N:7]=[C:6]2[S:8][C:9]3[CH2:14][CH2:13][CH2:12][CH2:11][C:10]=3[C:5]2=[C:4]([C:15]2[CH:16]=[N:17][CH:18]=[CH:19][CH:20]=2)[C:3]=1[CH:21]([O:26][C:27]([CH3:30])([CH3:29])[CH3:28])[C:22]([O:24]C)=[O:23].[OH-].[Na+]. (3) Given the product [CH3:1][C:2]1[C:11]2[C:6](=[CH:7][CH:8]=[CH:9][CH:10]=2)[CH:5]=[N:4][C:3]=1[NH:12][S:14]([C:17]1[CH:18]=[CH:19][C:20]([C:21]([O:23][CH2:24][CH3:25])=[O:22])=[CH:26][CH:27]=1)(=[O:16])=[O:15], predict the reactants needed to synthesize it. The reactants are: [CH3:1][C:2]1[C:11]2[C:6](=[CH:7][CH:8]=[CH:9][CH:10]=2)[CH:5]=[N:4][C:3]=1[NH2:12].Cl[S:14]([C:17]1[CH:27]=[CH:26][C:20]([C:21]([O:23][CH2:24][CH3:25])=[O:22])=[CH:19][CH:18]=1)(=[O:16])=[O:15]. (4) The reactants are: [CH3:1][NH:2][CH3:3].[CH2:4]=O.[Cl:6][C:7]1[CH:8]=[C:9]([CH:12]=[CH:13][C:14]=1[OH:15])[CH:10]=[O:11]. Given the product [Cl:6][C:7]1[CH:8]=[C:9]([CH:12]=[C:13]([CH2:1][N:2]([CH3:4])[CH3:3])[C:14]=1[OH:15])[CH:10]=[O:11], predict the reactants needed to synthesize it. (5) Given the product [O:14]1[CH:15]=[CH:17][CH:12]=[C:13]1[C:2]1[CH:3]=[C:4]2[CH2:10][C:9](=[O:11])[NH:8][C:5]2=[N:6][CH:7]=1, predict the reactants needed to synthesize it. The reactants are: Br[C:2]1[CH:3]=[C:4]2[CH2:10][C:9](=[O:11])[NH:8][C:5]2=[N:6][CH:7]=1.[CH3:12][CH2:13][O:14][C:15]([CH3:17])=O.